Dataset: Forward reaction prediction with 1.9M reactions from USPTO patents (1976-2016). Task: Predict the product of the given reaction. (1) Given the reactants [C:1]1([C:7]2[C:8]3[CH2:9][CH2:10][NH:11][CH2:12][C:13]=3[C:14]3[NH:19][C:18](=[O:20])[C:17](=[O:21])[C:15]=3[CH:16]=2)[CH:6]=[CH:5][CH:4]=[CH:3][CH:2]=1.[CH2:22](Br)[C:23]#[CH:24], predict the reaction product. The product is: [CH2:24]([N:11]1[CH2:10][CH2:9][C:8]2[C:7]([C:1]3[CH:2]=[CH:3][CH:4]=[CH:5][CH:6]=3)=[CH:16][C:15]3[C:17](=[O:21])[C:18](=[O:20])[NH:19][C:14]=3[C:13]=2[CH2:12]1)[C:23]#[CH:22]. (2) Given the reactants [Zn:1].[Br:2]CCBr.Cl[Si](C)(C)C.Br[CH2:12][C:13]1[C:18]([Cl:19])=[CH:17][CH:16]=[CH:15][C:14]=1[Cl:20], predict the reaction product. The product is: [Br-:2].[Cl:20][C:14]1[CH:15]=[CH:16][CH:17]=[C:18]([Cl:19])[C:13]=1[CH2:12][Zn+:1]. (3) Given the reactants [CH3:1][N:2]1[CH2:7][CH2:6][NH:5][CH:4]([C:8]2[CH:13]=[CH:12][CH:11]=[CH:10][CH:9]=2)[CH2:3]1.C(N(CC)CC)C.[C:21](Cl)(=[O:26])[C:22]([O:24][CH3:25])=[O:23], predict the reaction product. The product is: [CH3:25][O:24][C:22](=[O:23])[C:21]([NH2:2])=[O:26].[CH3:1][N:2]1[CH2:7][CH2:6][NH:5][CH:4]([C:8]2[CH:9]=[CH:10][CH:11]=[CH:12][CH:13]=2)[CH2:3]1. (4) Given the reactants [Li+].C[Si]([N-][Si](C)(C)C)(C)C.[C:11](#[N:14])[CH2:12][CH3:13].[CH3:15][N:16]1[CH:20]=[C:19]([C:21](OCC)=[O:22])[CH:18]=[N:17]1, predict the reaction product. The product is: [CH3:13][CH:12]([C:21]([C:19]1[CH:18]=[N:17][N:16]([CH3:15])[CH:20]=1)=[O:22])[C:11]#[N:14]. (5) Given the reactants [F:1][C:2]1[CH:7]=[CH:6][CH:5]=[CH:4][C:3]=1[C:8]1[N:9]=[N:10][N:11]([CH3:18])[C:12]=1[C:13]1[N:14]=[CH:15][NH:16][CH:17]=1.Cl[C:20]1[CH:29]=[CH:28][C:23]([C:24]([O:26][CH3:27])=[O:25])=[CH:22][N:21]=1.C(=O)([O-])[O-].[K+].[K+].O, predict the reaction product. The product is: [F:1][C:2]1[CH:7]=[CH:6][CH:5]=[CH:4][C:3]=1[C:8]1[N:9]=[N:10][N:11]([CH3:18])[C:12]=1[C:13]1[N:14]=[CH:15][N:16]([C:20]2[CH:29]=[CH:28][C:23]([C:24]([O:26][CH3:27])=[O:25])=[CH:22][N:21]=2)[CH:17]=1.